This data is from Forward reaction prediction with 1.9M reactions from USPTO patents (1976-2016). The task is: Predict the product of the given reaction. (1) The product is: [CH3:1][N:2]1[CH2:3][CH2:4][CH:5]([O:8][CH:9]2[C:18]3[CH:19]=[CH:20][CH:21]=[CH:22][C:17]=3[CH2:16][CH2:15][N:14]3[C:10]2=[N:11][C:12]([C:23]2[CH:24]=[CH:25][C:26]([NH:29][C:41]([NH:40][CH2:37][CH2:38][CH3:39])=[O:42])=[CH:27][CH:28]=2)=[CH:13]3)[CH2:6][CH2:7]1. Given the reactants [CH3:1][N:2]1[CH2:7][CH2:6][CH:5]([O:8][CH:9]2[C:18]3[CH:19]=[CH:20][CH:21]=[CH:22][C:17]=3[CH2:16][CH2:15][N:14]3[C:10]2=[N:11][C:12]([C:23]2[CH:28]=[CH:27][C:26]([NH2:29])=[CH:25][CH:24]=2)=[CH:13]3)[CH2:4][CH2:3]1.CCN(CC)CC.[CH2:37]([N:40]=[C:41]=[O:42])[CH2:38][CH3:39], predict the reaction product. (2) The product is: [C:1]([N:4]1[CH2:12][CH2:11][CH:7]([C:8]([Cl:15])=[O:9])[CH2:6][CH2:5]1)(=[O:3])[CH3:2]. Given the reactants [C:1]([N:4]1[CH2:12][CH2:11][CH:7]([C:8](O)=[O:9])[CH2:6][CH2:5]1)(=[O:3])[CH3:2].S(Cl)([Cl:15])=O, predict the reaction product. (3) Given the reactants CS(O)(=O)=O.Cl[C:7]1[N:12]=[C:11]([O:13][CH3:14])[C:10]([F:15])=[CH:9][N:8]=1.[CH3:16][C:17]1[CH:18]=[C:19]([CH:21]=[C:22]([B:24]2[O:28][C:27]([CH3:30])([CH3:29])[C:26]([CH3:32])([CH3:31])[O:25]2)[CH:23]=1)[NH2:20], predict the reaction product. The product is: [F:15][C:10]1[C:11]([O:13][CH3:14])=[N:12][C:7]([NH:20][C:19]2[CH:21]=[C:22]([B:24]3[O:28][C:27]([CH3:29])([CH3:30])[C:26]([CH3:32])([CH3:31])[O:25]3)[CH:23]=[C:17]([CH3:16])[CH:18]=2)=[N:8][CH:9]=1. (4) The product is: [C:1]([C@H:3]1[C@H:4]([CH3:36])[NH:5][C@H:6]([C:8]([NH:9][CH2:10][C:11]2[CH:16]=[C:15]([C:17]3[CH:22]=[N:21][C:20]([C:23]([F:26])([F:24])[F:25])=[N:19][CH:18]=3)[CH:14]=[CH:13][C:12]=2[F:27])=[O:28])[CH2:7]1)#[N:2]. Given the reactants [C:1]([C@@H:3]1[CH2:7][C@@H:6]([C:8](=[O:28])[NH:9][CH2:10][C:11]2[CH:16]=[C:15]([C:17]3[CH:18]=[N:19][C:20]([C:23]([F:26])([F:25])[F:24])=[N:21][CH:22]=3)[CH:14]=[CH:13][C:12]=2[F:27])[N:5](C(OC(C)(C)C)=O)[C@H:4]1[CH3:36])#[N:2].FC(F)(F)C(O)=O, predict the reaction product. (5) Given the reactants [F:1][C:2]1[CH:3]=[CH:4][C:5]([N:10]=[C:11]2[CH2:15][CH2:14][CH2:13][N:12]2[CH2:16][C:17]2[CH:22]=[CH:21][CH:20]=[CH:19][CH:18]=2)=[C:6]([CH:9]=1)[C:7]#[N:8].[Na].C[Si](C)(C)N[Si](C)(C)C.C(OCC)(=O)C.[Cl-:39].[Na+].O, predict the reaction product. The product is: [ClH:39].[CH2:16]([N:12]1[C:11]2=[N:10][C:5]3[C:6]([C:7]([NH2:8])=[C:15]2[CH2:14][CH2:13]1)=[CH:9][C:2]([F:1])=[CH:3][CH:4]=3)[C:17]1[CH:22]=[CH:21][CH:20]=[CH:19][CH:18]=1. (6) Given the reactants [CH3:1][O:2][C:3]1[CH:4]=[C:5]2[C:9](=[CH:10][CH:11]=1)[N:8]([CH2:12][CH2:13][CH2:14][N:15]1[CH:19]=[C:18]([NH:20][C:21]([C:23]3[N:24]=[CH:25][O:26][C:27]=3[C:28]3[CH:29]=[C:30]([CH3:34])[CH:31]=[CH:32][CH:33]=3)=[O:22])[CH:17]=[N:16]1)[CH2:7][CH2:6]2, predict the reaction product. The product is: [CH3:1][O:2][C:3]1[CH:4]=[C:5]2[C:9](=[CH:10][CH:11]=1)[N:8]([CH2:12][CH2:13][CH2:14][N:15]1[CH:19]=[C:18]([NH:20][C:21]([C:23]3[N:24]=[CH:25][O:26][C:27]=3[C:28]3[CH:29]=[C:30]([CH3:34])[CH:31]=[CH:32][CH:33]=3)=[O:22])[CH:17]=[N:16]1)[CH:7]=[CH:6]2. (7) The product is: [CH3:1][C@@H:2]([C@@H:18]([OH:25])[C:19]#[CH:20])[C:3]([N:5]1[C@@H:9]([CH2:10][C:11]2[CH:16]=[CH:15][CH:14]=[CH:13][CH:12]=2)[CH2:8][O:7][C:6]1=[O:17])=[O:4]. Given the reactants [CH3:1][C@@H:2]([C@@H:18]([OH:25])[C:19]#[C:20][Si](C)(C)C)[C:3]([N:5]1[C@@H:9]([CH2:10][C:11]2[CH:16]=[CH:15][CH:14]=[CH:13][CH:12]=2)[CH2:8][O:7][C:6]1=[O:17])=[O:4].[F-].[K+].C(=O)(O)[O-].[Na+], predict the reaction product. (8) Given the reactants [Cl:1][C:2]1[CH:10]=[C:9]([Cl:11])[CH:8]=[CH:7][C:3]=1[CH2:4][C:5]#[N:6].[Cl:12][C:13]1[C:14]([F:21])=[C:15]([CH:18]=[CH:19][CH:20]=1)[CH:16]=O.C[O-].[Na+], predict the reaction product. The product is: [Cl:12][C:13]1[C:14]([F:21])=[C:15](/[CH:16]=[C:4](/[C:3]2[CH:7]=[CH:8][C:9]([Cl:11])=[CH:10][C:2]=2[Cl:1])\[C:5]#[N:6])[CH:18]=[CH:19][CH:20]=1.